Task: Regression. Given a peptide amino acid sequence and an MHC pseudo amino acid sequence, predict their binding affinity value. This is MHC class I binding data.. Dataset: Peptide-MHC class I binding affinity with 185,985 pairs from IEDB/IMGT (1) The peptide sequence is SRNKRGVFVL. The MHC is Mamu-A07 with pseudo-sequence Mamu-A07. The binding affinity (normalized) is 0.215. (2) The peptide sequence is TIDNIVTSL. The MHC is HLA-A02:06 with pseudo-sequence HLA-A02:06. The binding affinity (normalized) is 0.269. (3) The peptide sequence is ALVEICTEM. The MHC is HLA-A68:01 with pseudo-sequence HLA-A68:01. The binding affinity (normalized) is 0.132. (4) The binding affinity (normalized) is 0.0847. The MHC is HLA-B57:01 with pseudo-sequence HLA-B57:01. The peptide sequence is WLSVIAFGK.